Dataset: Catalyst prediction with 721,799 reactions and 888 catalyst types from USPTO. Task: Predict which catalyst facilitates the given reaction. (1) Reactant: [CH3:1][C:2]1[CH:6]=[CH:5][S:4][C:3]=1[C:7]([OH:9])=[O:8].C([Li])CCC.[Br:15]Br. Product: [Br:15][C:5]1[S:4][C:3]([C:7]([OH:9])=[O:8])=[C:2]([CH3:1])[CH:6]=1. The catalyst class is: 7. (2) The catalyst class is: 3. Reactant: [Cl:1][C:2]1[CH:7]=[CH:6][C:5](/[CH:8]=[CH:9]/[C:10]([N:12]2[CH2:17][CH2:16][C:15]([CH2:19][N:20]3[CH:24]=[C:23]([C:25](O)=[O:26])[CH:22]=[N:21]3)([OH:18])[CH2:14][CH2:13]2)=[O:11])=[C:4]([CH2:28][N:29]2[N:33]=[N:32][C:31]([CH3:34])=[N:30]2)[CH:3]=1.Cl.[CH3:36][NH:37][CH3:38].CCN(C(C)C)C(C)C.C(P1(=O)OP(CCC)(=O)OP(CCC)(=O)O1)CC. Product: [Cl:1][C:2]1[CH:7]=[CH:6][C:5](/[CH:8]=[CH:9]/[C:10]([N:12]2[CH2:17][CH2:16][C:15]([CH2:19][N:20]3[CH:24]=[C:23]([C:25]([N:37]([CH3:38])[CH3:36])=[O:26])[CH:22]=[N:21]3)([OH:18])[CH2:14][CH2:13]2)=[O:11])=[C:4]([CH2:28][N:29]2[N:33]=[N:32][C:31]([CH3:34])=[N:30]2)[CH:3]=1. (3) Reactant: [N+]([O-])(O)=O.[N+]([O-])(O)=O.[CH3:9][O:10][C:11]1[CH:12]=[C:13]([NH:23][C:24]([NH2:26])=[NH:25])[CH:14]=[CH:15][C:16]=1[N:17]1[CH:21]=[C:20]([CH3:22])[N:19]=[CH:18]1.CN(C)[CH:29]=[CH:30][C:31]([C:33]1[CH:38]=[CH:37][CH:36]=[CH:35][CH:34]=1)=O.C(N(CC)CC)C. The catalyst class is: 8. Product: [CH3:9][O:10][C:11]1[CH:12]=[C:13]([NH:23][C:24]2[N:26]=[C:31]([C:33]3[CH:38]=[CH:37][CH:36]=[CH:35][CH:34]=3)[CH:30]=[CH:29][N:25]=2)[CH:14]=[CH:15][C:16]=1[N:17]1[CH:21]=[C:20]([CH3:22])[N:19]=[CH:18]1. (4) Reactant: [CH2:1]([O:3][C:4](=[O:25])/[C:5](/[N:22]=[N+]=[N-])=[CH:6]/[C:7]1[CH:12]=[C:11]([C:13]2[O:14][CH:15]=[CH:16][CH:17]=2)[CH:10]=[C:9]([C:18]([Cl:21])([F:20])[F:19])[N:8]=1)[CH3:2]. Product: [CH2:1]([O:3][C:4]([C:5]1[CH:6]=[C:7]2[CH:12]=[C:11]([C:13]3[O:14][CH:15]=[CH:16][CH:17]=3)[CH:10]=[C:9]([C:18]([Cl:21])([F:20])[F:19])[N:8]2[N:22]=1)=[O:25])[CH3:2]. The catalyst class is: 3. (5) Reactant: [CH:1]([C:3]1[CH:12]=[CH:11][C:6]([C:7]([O:9][CH3:10])=[O:8])=[CH:5][CH:4]=1)=[O:2].[CH2:13](O)CO.C1(C)C=CC(S(O)(=O)=O)=CC=1.[H-].COCCO[Al+]OCCOC.[Na+].[H-].C(C(C(C([O-])=O)O)O)([O-])=O.[Na+].[K+]. The catalyst class is: 133. Product: [O:9]1[CH2:10][CH2:13][O:8][CH:7]1[C:6]1[CH:11]=[CH:12][C:3]([CH2:1][OH:2])=[CH:4][CH:5]=1. (6) Reactant: [CH3:1][O:2][C:3]([C:5]1([CH2:16][NH2:17])[CH2:8][N:7]([C:9]([O:11][C:12]([CH3:15])([CH3:14])[CH3:13])=[O:10])[CH2:6]1)=[O:4].C(N(CC)CC)C.[CH2:25]([O:27][C:28](=[O:33])[CH2:29][C:30](Cl)=[O:31])[CH3:26].C([O-])(O)=O.[Na+]. Product: [CH3:1][O:2][C:3]([C:5]1([CH2:16][NH:17][C:30](=[O:31])[CH2:29][C:28]([O:27][CH2:25][CH3:26])=[O:33])[CH2:8][N:7]([C:9]([O:11][C:12]([CH3:14])([CH3:13])[CH3:15])=[O:10])[CH2:6]1)=[O:4]. The catalyst class is: 2. (7) Reactant: [CH3:1][N:2]1[C:7]([C:8]([F:11])([F:10])[F:9])=[CH:6][C:5](=[O:12])[N:4]([C:13]2[CH:14]=[CH:15][C:16]3[S:20][N:19]=[C:18]([CH2:21][C:22]([O:24][CH2:25]C)=[O:23])[C:17]=3[CH:27]=2)[C:3]1=[O:28].[Se](=O)=[O:30]. Product: [CH3:1][N:2]1[C:7]([C:8]([F:10])([F:11])[F:9])=[CH:6][C:5](=[O:12])[N:4]([C:13]2[CH:14]=[CH:15][C:16]3[S:20][N:19]=[C:18]([C:21](=[O:30])[C:22]([O:24][CH3:25])=[O:23])[C:17]=3[CH:27]=2)[C:3]1=[O:28]. The catalyst class is: 15. (8) Reactant: C([Li])CCC.[C:6]([O:12][CH2:13][CH3:14])(=[O:11])[CH2:7][C:8]([OH:10])=O.N1C=CC=CC=1C1C=CC=CN=1.[F:27][C:28]1[C:36]([O:37][CH3:38])=[C:35]([F:39])[CH:34]=[CH:33][C:29]=1C(Cl)=O. Product: [OH:10]/[C:8](/[C:34]1[CH:33]=[CH:29][C:28]([F:27])=[C:36]([O:37][CH3:38])[C:35]=1[F:39])=[CH:7]\[C:6]([O:12][CH2:13][CH3:14])=[O:11]. The catalyst class is: 54. (9) Reactant: [O:1]=[C:2]1[C:7]([CH2:8][C:9]2[CH:14]=[CH:13][C:12]([C:15]3[C:16]([C:21]#[N:22])=[CH:17][CH:18]=[CH:19][CH:20]=3)=[CH:11][CH:10]=2)=[C:6]([CH2:23][CH2:24][CH3:25])[N:5]2[N:26]=[CH:27][N:28]=[C:4]2[NH:3]1.[CH3:29][O:30][C:31]1[CH:32]=[C:33](B(O)O)[CH:34]=[CH:35][CH:36]=1.C(N(CC)CC)C.N1C=CC=CC=1. Product: [CH3:29][O:30][C:31]1[CH:36]=[C:35]([N:3]2[C:2](=[O:1])[C:7]([CH2:8][C:9]3[CH:10]=[CH:11][C:12]([C:15]4[C:16]([C:21]#[N:22])=[CH:17][CH:18]=[CH:19][CH:20]=4)=[CH:13][CH:14]=3)=[C:6]([CH2:23][CH2:24][CH3:25])[N:5]3[N:26]=[CH:27][N:28]=[C:4]23)[CH:34]=[CH:33][CH:32]=1. The catalyst class is: 560. (10) Reactant: [CH2:1]([C:3]1[CH:8]=[CH:7][CH:6]=[C:5]([CH2:9][CH3:10])[C:4]=1[S:11](Cl)(=[O:13])=[O:12])[CH3:2].[F:15][C:16]([F:29])([F:28])[C:17]1[CH:18]=[C:19]([CH:21]=[C:22]([C:24]([F:27])([F:26])[F:25])[CH:23]=1)[NH2:20]. Product: [F:15][C:16]([F:28])([F:29])[C:17]1[CH:18]=[C:19]([NH:20][S:11]([C:4]2[C:3]([CH2:1][CH3:2])=[CH:8][CH:7]=[CH:6][C:5]=2[CH2:9][CH3:10])(=[O:13])=[O:12])[CH:21]=[C:22]([C:24]([F:25])([F:27])[F:26])[CH:23]=1. The catalyst class is: 17.